From a dataset of Catalyst prediction with 721,799 reactions and 888 catalyst types from USPTO. Predict which catalyst facilitates the given reaction. Reactant: Br[C:2]1[CH:8]=[CH:7][C:6]([Cl:9])=[CH:5][C:3]=1[NH2:4].C(N(CC)CC)C.[CH3:17][C:18]1([CH3:25])[C:22]([CH3:24])([CH3:23])[O:21][BH:20][O:19]1. Product: [Cl:9][C:6]1[CH:7]=[CH:8][C:2]([B:20]2[O:21][C:22]([CH3:24])([CH3:23])[C:18]([CH3:25])([CH3:17])[O:19]2)=[C:3]([NH2:4])[CH:5]=1. The catalyst class is: 12.